This data is from Catalyst prediction with 721,799 reactions and 888 catalyst types from USPTO. The task is: Predict which catalyst facilitates the given reaction. (1) Reactant: [CH3:1][N:2]([CH3:24])[C:3]1[N:8]2[N:9]=[CH:10][C:11]([C:12]([OH:14])=O)=[C:7]2[N:6]=[C:5]([C:15]2[CH:20]=[CH:19][C:18]([O:21][CH3:22])=[CH:17][CH:16]=2)[C:4]=1[F:23].CN(C(ON1N=NC2C=CC=NC1=2)=[N+](C)C)C.F[P-](F)(F)(F)(F)F.CCN(C(C)C)C(C)C.[CH3:58][C@H:59]1[NH:64][CH2:63][CH2:62][N:61]([C@H:65]([C:68]2[CH:73]=[CH:72][CH:71]=[CH:70][CH:69]=2)[CH2:66][OH:67])[CH2:60]1. Product: [CH3:24][N:2]([CH3:1])[C:3]1[N:8]2[N:9]=[CH:10][C:11]([C:12]([N:64]3[CH2:63][CH2:62][N:61]([C@H:65]([C:68]4[CH:73]=[CH:72][CH:71]=[CH:70][CH:69]=4)[CH2:66][OH:67])[CH2:60][C@H:59]3[CH3:58])=[O:14])=[C:7]2[N:6]=[C:5]([C:15]2[CH:20]=[CH:19][C:18]([O:21][CH3:22])=[CH:17][CH:16]=2)[C:4]=1[F:23]. The catalyst class is: 61. (2) Product: [NH2:8][C:6]1[CH:7]=[C:2]([Cl:1])[C:3]([N:11]2[CH2:16][CH2:15][CH:14]([CH2:17][CH2:18][OH:19])[CH2:13][CH2:12]2)=[N:4][CH:5]=1. Reactant: [Cl:1][C:2]1[C:3]([N:11]2[CH2:16][CH2:15][CH:14]([CH2:17][CH2:18][OH:19])[CH2:13][CH2:12]2)=[N:4][CH:5]=[C:6]([N+:8]([O-])=O)[CH:7]=1.NN. The catalyst class is: 5. (3) Reactant: [C:1]([C@@H:3]1[CH2:7][N:6]([C:8]2[CH:13]=[CH:12][N:11]3[N:14]=[CH:15][C:16]([C:17]([N:19]([CH2:29][C:30]4[CH:35]=[CH:34][C:33]([O:36][CH3:37])=[CH:32][CH:31]=4)[CH2:20][C:21]4[CH:26]=[CH:25][C:24]([O:27][CH3:28])=[CH:23][CH:22]=4)=[O:18])=[C:10]3[CH:9]=2)[C@@H:5]([C:38]2[CH:43]=[CH:42][CH:41]=[C:40]([F:44])[CH:39]=2)[CH2:4]1)#[N:2].[OH-:45].[Na+].OO. Product: [C:1]([C@@H:3]1[CH2:7][N:6]([C:8]2[CH:13]=[CH:12][N:11]3[N:14]=[CH:15][C:16]([C:17]([N:19]([CH2:29][C:30]4[CH:35]=[CH:34][C:33]([O:36][CH3:37])=[CH:32][CH:31]=4)[CH2:20][C:21]4[CH:22]=[CH:23][C:24]([O:27][CH3:28])=[CH:25][CH:26]=4)=[O:18])=[C:10]3[CH:9]=2)[C@@H:5]([C:38]2[CH:43]=[CH:42][CH:41]=[C:40]([F:44])[CH:39]=2)[CH2:4]1)(=[O:45])[NH2:2]. The catalyst class is: 5. (4) Reactant: [OH:1][C:2]1[CH:9]=[CH:8][C:5]([CH:6]=[O:7])=[CH:4][C:3]=1[CH3:10].C([O-])([O-])=O.[K+].[K+].Cl[C:18]1[CH:26]=[CH:25][C:21]([C:22]([NH2:24])=[O:23])=[CH:20][N:19]=1.O. Product: [NH4+:19].[OH-:1].[CH:6]([C:5]1[CH:8]=[CH:9][C:2]([O:1][C:18]2[CH:26]=[CH:25][C:21]([C:22]([NH2:24])=[O:23])=[CH:20][N:19]=2)=[C:3]([CH3:10])[CH:4]=1)=[O:7]. The catalyst class is: 3. (5) Reactant: [NH2:1][C@@H:2]([CH2:7][C:8]([F:17])([F:16])[CH2:9][C:10]1[CH:15]=[CH:14][CH:13]=[CH:12][CH:11]=1)[C:3]([O:5][CH3:6])=[O:4].N1C=CC=CC=1.[C:24](Cl)(Cl)=[O:25]. Product: [F:17][C:8]([F:16])([CH2:9][C:10]1[CH:15]=[CH:14][CH:13]=[CH:12][CH:11]=1)[CH2:7][C@H:2]([N:1]=[C:24]=[O:25])[C:3]([O:5][CH3:6])=[O:4]. The catalyst class is: 426. (6) Reactant: [CH3:1][C:2]([C:4]1[CH:9]=[CH:8][C:7](F)=[CH:6][CH:5]=1)=[O:3].[CH:11]1([CH2:14][N:15]2[CH2:20][CH2:19][CH:18]([O:21][CH:22]3[CH2:27][CH2:26][NH:25][CH2:24][CH2:23]3)[CH2:17][CH2:16]2)[CH2:13][CH2:12]1.C(=O)([O-])[O-].[K+].[K+]. Product: [CH:11]1([CH2:14][N:15]2[CH2:20][CH2:19][CH:18]([O:21][CH:22]3[CH2:23][CH2:24][N:25]([C:7]4[CH:8]=[CH:9][C:4]([C:2](=[O:3])[CH3:1])=[CH:5][CH:6]=4)[CH2:26][CH2:27]3)[CH2:17][CH2:16]2)[CH2:12][CH2:13]1. The catalyst class is: 16. (7) Reactant: [NH2:1][C:2]1[C:3]([NH:21][C@@H:22]2[C@H:26]([CH2:27][CH3:28])[CH2:25][C@H:24]([NH:29][S:30]([CH:33]3[CH2:35][CH2:34]3)(=[O:32])=[O:31])[CH2:23]2)=[C:4]2[CH:10]=[CH:9][N:8]([S:11]([C:14]3[CH:20]=[CH:19][C:17]([CH3:18])=[CH:16][CH:15]=3)(=[O:13])=[O:12])[C:5]2=[N:6][CH:7]=1.[CH:36](OC)(OC)OC.O.C1(C)C=CC(S(O)(=O)=O)=CC=1. Product: [CH2:27]([C@H:26]1[C@@H:22]([N:21]2[C:3]3=[C:4]4[CH:10]=[CH:9][N:8]([S:11]([C:14]5[CH:15]=[CH:16][C:17]([CH3:18])=[CH:19][CH:20]=5)(=[O:12])=[O:13])[C:5]4=[N:6][CH:7]=[C:2]3[N:1]=[CH:36]2)[CH2:23][C@@H:24]([NH:29][S:30]([CH:33]2[CH2:35][CH2:34]2)(=[O:31])=[O:32])[CH2:25]1)[CH3:28]. The catalyst class is: 191. (8) Reactant: [CH3:13][C:12]([O:11][C:9](O[C:9]([O:11][C:12]([CH3:15])([CH3:14])[CH3:13])=[O:10])=[O:10])([CH3:15])[CH3:14].[Cl:16][C:17]1[CH:18]=[CH:19][C:20]([CH3:25])=[C:21]([CH:24]=1)[CH2:22][NH2:23]. The catalyst class is: 2. Product: [Cl:16][C:17]1[CH:18]=[CH:19][C:20]([CH3:25])=[C:21]([CH:24]=1)[CH2:22][NH:23][C:9](=[O:10])[O:11][C:12]([CH3:13])([CH3:14])[CH3:15]. (9) The catalyst class is: 87. Reactant: [C:1]([NH:4][C:5]1[NH:6][C:7]([C:10]([O:12]C)=[O:11])=[N:8][N:9]=1)(=[O:3])[CH3:2].[Li+].[OH-]. Product: [C:1]([NH:4][C:5]1[NH:6][C:7]([C:10]([OH:12])=[O:11])=[N:8][N:9]=1)(=[O:3])[CH3:2].